This data is from Full USPTO retrosynthesis dataset with 1.9M reactions from patents (1976-2016). The task is: Predict the reactants needed to synthesize the given product. (1) Given the product [CH3:27][O:26][C:20](=[O:25])/[CH:21]=[C:22](\[NH:11][C@@H:8]([C:5]1[CH:6]=[CH:7][C:2]([Cl:1])=[C:3]([O:13][C:14]2[CH:15]=[CH:16][CH:17]=[CH:18][CH:19]=2)[C:4]=1[F:12])[CH2:9][CH3:10])/[CH3:24], predict the reactants needed to synthesize it. The reactants are: [Cl:1][C:2]1[CH:7]=[CH:6][C:5]([C@H:8]([NH2:11])[CH2:9][CH3:10])=[C:4]([F:12])[C:3]=1[O:13][C:14]1[CH:19]=[CH:18][CH:17]=[CH:16][CH:15]=1.[C:20]([O:26][CH3:27])(=[O:25])[CH2:21][C:22]([CH3:24])=O.C(O)(=O)C. (2) Given the product [F:23][C:24]([F:33])([F:34])[C:25]1[CH:26]=[C:27]([CH:30]=[CH:31][CH:32]=1)[CH2:28][N:2]1[C@@H:3]([C:7]([NH:9][C:10]2([C:13]3[CH:14]=[CH:15][C:16]([C:17]([O:19][CH3:20])=[O:18])=[CH:21][CH:22]=3)[CH2:11][CH2:12]2)=[O:8])[CH2:4][CH:5]2[CH:1]1[CH2:6]2, predict the reactants needed to synthesize it. The reactants are: [C@@H:1]12[CH2:6][C@@H:5]1[CH2:4][C@H:3]([C:7]([NH:9][C:10]1([C:13]3[CH:22]=[CH:21][C:16]([C:17]([O:19][CH3:20])=[O:18])=[CH:15][CH:14]=3)[CH2:12][CH2:11]1)=[O:8])[NH:2]2.[F:23][C:24]([F:34])([F:33])[C:25]1[CH:26]=[C:27]([CH:30]=[CH:31][CH:32]=1)[CH2:28]Br. (3) Given the product [F:16][C:10]([F:17])([C:2]1[CH:7]=[CH:6][C:5]([CH3:8])=[CH:4][CH:3]=1)[C:11]([O:13][CH2:14][CH3:15])=[O:12], predict the reactants needed to synthesize it. The reactants are: I[C:2]1[CH:7]=[CH:6][C:5]([CH3:8])=[CH:4][CH:3]=1.Br[C:10]([F:17])([F:16])[C:11]([O:13][CH2:14][CH3:15])=[O:12].P([O-])([O-])(O)=O.[K+].[K+]. (4) Given the product [OH:1][C:2]1[CH:11]=[C:10]([O:12][CH2:30][CH2:31][CH2:32][C:33]([O:35][CH3:36])=[O:34])[CH:9]=[C:8]2[C:3]=1[C:4](=[O:22])[CH2:5][CH:6]([C:13]1[CH:18]=[CH:17][C:16]([O:19][CH3:20])=[C:15]([OH:21])[CH:14]=1)[O:7]2, predict the reactants needed to synthesize it. The reactants are: [OH:1][C:2]1[CH:11]=[C:10]([OH:12])[CH:9]=[C:8]2[C:3]=1[C:4](=[O:22])[CH2:5][CH:6]([C:13]1[CH:18]=[CH:17][C:16]([O:19][CH3:20])=[C:15]([OH:21])[CH:14]=1)[O:7]2.C(=O)([O-])[O-].[K+].[K+].Br[CH2:30][CH2:31][CH2:32][C:33]([O:35][CH2:36]C)=[O:34]. (5) Given the product [CH:1]1([O:4][C:5]2[CH:6]=[C:7]([C:15]3[N:32]([CH2:33][O:34][CH2:35][CH2:36][Si:37]([CH3:40])([CH3:39])[CH3:38])[C:18]4[CH:19]=[N:20][N:21]([CH2:24][O:25][CH2:26][CH2:27][Si:28]([CH3:31])([CH3:29])[CH3:30])[C:22](=[O:23])[C:17]=4[C:16]=3[CH:41]([OH:42])[C:46]#[C:45][CH:44]([CH3:49])[CH3:43])[CH:8]=[CH:9][C:10]=2[O:11][CH:12]([F:13])[F:14])[CH2:2][CH2:3]1, predict the reactants needed to synthesize it. The reactants are: [CH:1]1([O:4][C:5]2[CH:6]=[C:7]([C:15]3[N:32]([CH2:33][O:34][CH2:35][CH2:36][Si:37]([CH3:40])([CH3:39])[CH3:38])[C:18]4[CH:19]=[N:20][N:21]([CH2:24][O:25][CH2:26][CH2:27][Si:28]([CH3:31])([CH3:30])[CH3:29])[C:22](=[O:23])[C:17]=4[C:16]=3[CH:41]=[O:42])[CH:8]=[CH:9][C:10]=2[O:11][CH:12]([F:14])[F:13])[CH2:3][CH2:2]1.[CH3:43][CH:44]([CH3:49])[C:45]#[C:46][Mg]Br.C([Mg]Br)C.CC(C)C#C.C([Mg]Br)#C. (6) Given the product [C:14]([O:13][C:11](=[O:12])[NH:10][CH2:9][CH2:8][C@H:7]([NH:18][C:19]([O:21][C:22]([CH3:25])([CH3:24])[CH3:23])=[O:20])[CH2:6][N:26]=[N+:27]=[N-:28])([CH3:17])([CH3:16])[CH3:15], predict the reactants needed to synthesize it. The reactants are: CS(O[CH2:6][C@@H:7]([NH:18][C:19]([O:21][C:22]([CH3:25])([CH3:24])[CH3:23])=[O:20])[CH2:8][CH2:9][NH:10][C:11]([O:13][C:14]([CH3:17])([CH3:16])[CH3:15])=[O:12])(=O)=O.[N-:26]=[N+:27]=[N-:28].[Na+].